The task is: Predict the reactants needed to synthesize the given product.. This data is from Full USPTO retrosynthesis dataset with 1.9M reactions from patents (1976-2016). (1) Given the product [Cl:44][C:43]1[CH:42]=[CH:41][CH:40]=[C:39]([Cl:45])[C:38]=1[C:31]1[C:30]([CH2:29][O:1][C:2]2[CH:3]=[C:4]3[C:9](=[CH:10][CH:11]=2)[CH:8]=[C:7]([C:12]2[N:17]=[C:16]([C:18]([O:20][CH3:21])=[O:19])[CH:15]=[CH:14][CH:13]=2)[CH:6]=[CH:5]3)=[C:34]([CH:35]([CH3:37])[CH3:36])[O:33][N:32]=1, predict the reactants needed to synthesize it. The reactants are: [OH:1][C:2]1[CH:3]=[C:4]2[C:9](=[CH:10][CH:11]=1)[CH:8]=[C:7]([C:12]1[N:17]=[C:16]([C:18]([O:20][CH3:21])=[O:19])[CH:15]=[CH:14][CH:13]=1)[CH:6]=[CH:5]2.C(=O)([O-])[O-].[Cs+].[Cs+].Cl[CH2:29][C:30]1[C:31]([C:38]2[C:43]([Cl:44])=[CH:42][CH:41]=[CH:40][C:39]=2[Cl:45])=[N:32][O:33][C:34]=1[CH:35]([CH3:37])[CH3:36].C(OCC)(=O)C. (2) Given the product [Br:1][C:2]1[CH:11]=[CH:10][C:5]([C:6]2[O:7][CH:13]=[N:9][N:8]=2)=[CH:4][C:3]=1[CH3:12], predict the reactants needed to synthesize it. The reactants are: [Br:1][C:2]1[CH:11]=[CH:10][C:5]([C:6]([NH:8][NH2:9])=[O:7])=[CH:4][C:3]=1[CH3:12].[CH:13](OCC)(OCC)OCC.